Task: Predict the product of the given reaction.. Dataset: Forward reaction prediction with 1.9M reactions from USPTO patents (1976-2016) (1) Given the reactants [Cl:1][C:2]1[CH:3]=[CH:4][C:5]([CH3:29])=[C:6]([C:8]2[N:9]([C:22]([O:24][C:25]([CH3:28])([CH3:27])[CH3:26])=[O:23])[CH:10]=[C:11](B3OC(C)(C)C(C)(C)O3)[CH:12]=2)[CH:7]=1.C([O-])([O-])=O.[Na+].[Na+].I[C:37]1[N:42]=[CH:41][N:40]=[C:39]([NH2:43])[CH:38]=1, predict the reaction product. The product is: [NH2:43][C:39]1[N:40]=[CH:41][N:42]=[C:37]([C:11]2[CH:12]=[C:8]([C:6]3[CH:7]=[C:2]([Cl:1])[CH:3]=[CH:4][C:5]=3[CH3:29])[N:9]([C:22]([O:24][C:25]([CH3:26])([CH3:27])[CH3:28])=[O:23])[CH:10]=2)[CH:38]=1. (2) Given the reactants [C:9](O[C:9]([O:11][C:12]([CH3:15])([CH3:14])[CH3:13])=[O:10])([O:11][C:12]([CH3:15])([CH3:14])[CH3:13])=[O:10].[C:16]1([NH2:23])[CH:21]=[CH:20][CH:19]=[C:18]([NH2:22])[CH:17]=1, predict the reaction product. The product is: [C:12]([O:11][C:9](=[O:10])[NH:22][C:18]1[CH:19]=[CH:20][CH:21]=[C:16]([NH2:23])[CH:17]=1)([CH3:13])([CH3:14])[CH3:15]. (3) Given the reactants C(O)(C(F)(F)F)=O.[C:8]([O:11][CH2:12][C:13]1[C:14]([S:36]([CH3:39])(=[O:38])=[O:37])=[CH:15][C:16]2[N:20]3[CH2:21][CH2:22][N:23](C(OC(C)(C)C)=O)[C@H:24]([CH:25]([CH3:27])[CH3:26])[C:19]3=[N:18][C:17]=2[CH:35]=1)(=[O:10])[CH3:9], predict the reaction product. The product is: [C:8]([O:11][CH2:12][C:13]1[C:14]([S:36]([CH3:39])(=[O:37])=[O:38])=[CH:15][C:16]2[N:20]3[CH2:21][CH2:22][NH:23][C@H:24]([CH:25]([CH3:26])[CH3:27])[C:19]3=[N:18][C:17]=2[CH:35]=1)(=[O:10])[CH3:9]. (4) Given the reactants C(O/[C:4](=[C:6]1/C(=O)O[C:9](=[O:17])[C:10]2[C:15]([F:16])=[CH:14][CH:13]=[CH:12][C:11]/1=2)/[CH3:5])C.[C:19]([O:23][C:24]([CH3:27])([CH3:26])[CH3:25])(=[O:22])[NH:20][NH2:21].C(O)C, predict the reaction product. The product is: [C:24]([O:23][C:19](=[O:22])[NH:20][N:21]1[C:4]([CH3:5])=[CH:6][C:11]2[C:10](=[C:15]([F:16])[CH:14]=[CH:13][CH:12]=2)[C:9]1=[O:17])([CH3:27])([CH3:26])[CH3:25]. (5) Given the reactants C(=O)([O-])[O-].[Na+].[Na+].Cl[CH2:8][CH2:9][CH2:10][C:11]1[CH:12]=[C:13]2[C:18](=[CH:19][CH:20]=1)[NH:17][C:16](=[O:21])[CH2:15][CH:14]2[CH3:22].[N:23]1([C:29]2[C:33]3[CH:34]=[CH:35][CH:36]=[CH:37][C:32]=3[O:31][N:30]=2)[CH2:28][CH2:27][NH:26][CH2:25][CH2:24]1, predict the reaction product. The product is: [O:31]1[C:32]2[CH:37]=[CH:36][CH:35]=[CH:34][C:33]=2[C:29]([N:23]2[CH2:24][CH2:25][N:26]([CH2:8][CH2:9][CH2:10][C:11]3[CH:12]=[C:13]4[C:18](=[CH:19][CH:20]=3)[NH:17][C:16](=[O:21])[CH2:15][CH:14]4[CH3:22])[CH2:27][CH2:28]2)=[N:30]1. (6) Given the reactants [F:1][C:2]1[CH:7]=[C:6](B2OC(C)(C)C(C)(C)O2)[CH:5]=[CH:4][C:3]=1[C:17]1[CH:18]=[N:19][C:20]([NH2:23])=[N:21][CH:22]=1.Br[C:25]1[CH:30]=[CH:29][CH:28]=[CH:27][C:26]=1[S:31]([CH2:34][C:35]1[NH:44][C:43](=[O:45])[C:42]2[C:37](=[CH:38][CH:39]=[CH:40][CH:41]=2)[N:36]=1)(=[O:33])=[O:32], predict the reaction product. The product is: [NH2:23][C:20]1[N:21]=[CH:22][C:17]([C:3]2[CH:4]=[CH:5][C:6]([C:25]3[CH:30]=[CH:29][CH:28]=[CH:27][C:26]=3[S:31]([CH2:34][C:35]3[NH:44][C:43](=[O:45])[C:42]4[C:37](=[CH:38][CH:39]=[CH:40][CH:41]=4)[N:36]=3)(=[O:33])=[O:32])=[CH:7][C:2]=2[F:1])=[CH:18][N:19]=1.